From a dataset of hERG potassium channel inhibition data for cardiac toxicity prediction from Karim et al.. Regression/Classification. Given a drug SMILES string, predict its toxicity properties. Task type varies by dataset: regression for continuous values (e.g., LD50, hERG inhibition percentage) or binary classification for toxic/non-toxic outcomes (e.g., AMES mutagenicity, cardiotoxicity, hepatotoxicity). Dataset: herg_karim. (1) The compound is CNC[C@@H]1Cc2ccccc2[C@H](c2ccc(Cl)c(Cl)c2)C1. The result is 1 (blocker). (2) The molecule is Cc1ccc(C2(O)CCC(N3CCC(NC(=O)CNC(=O)c4cccc(C(F)(F)F)c4)C3)CC2)cc1. The result is 0 (non-blocker). (3) The drug is Cc1cc(-c2ccc3c(c2)CCN(CCCSc2nnc(-c4cccs4)n2C)CC3)no1. The result is 1 (blocker).